This data is from Full USPTO retrosynthesis dataset with 1.9M reactions from patents (1976-2016). The task is: Predict the reactants needed to synthesize the given product. (1) Given the product [C:14]([CH:9]1[CH2:10][NH:11][CH2:12][CH2:13][N:8]1[C:3]1[C:2]([NH:1][CH:22]([CH3:24])[CH3:21])=[CH:7][CH:6]=[CH:5][N:4]=1)([O:16][C:17]([CH3:20])([CH3:19])[CH3:18])=[O:15], predict the reactants needed to synthesize it. The reactants are: [NH2:1][C:2]1[C:3]([N:8]2[CH2:13][CH2:12][NH:11][CH2:10][CH:9]2[C:14]([O:16][C:17]([CH3:20])([CH3:19])[CH3:18])=[O:15])=[N:4][CH:5]=[CH:6][CH:7]=1.[CH3:21][C:22]([CH3:24])=O.CC(O)=O.[BH-](OC(C)=O)(OC(C)=O)OC(C)=O.[Na+].C([O-])(O)=O.[Na+]. (2) Given the product [CH:14]1([CH2:17][O:18][C:19]2[C:26]([O:27][CH3:28])=[CH:25][CH:24]=[CH:23][C:20]=2/[CH:21]=[CH:5]/[C:3]([O:2][CH3:1])=[O:4])[CH2:15][CH2:16]1, predict the reactants needed to synthesize it. The reactants are: [CH3:1][O:2][C:3]([CH2:5]P(OC)(OC)=O)=[O:4].[H-].[Na+].[CH:14]1([CH2:17][O:18][C:19]2[C:26]([O:27][CH3:28])=[CH:25][CH:24]=[CH:23][C:20]=2[CH:21]=O)[CH2:16][CH2:15]1.